Dataset: Reaction yield outcomes from USPTO patents with 853,638 reactions. Task: Predict the reaction yield, written as a fraction of the theoretical maximum amount of product (1.0 means a 100% yield; for example, 0.34 means a 34% yield). (1) The reactants are [Br:1][C:2]1[CH:14]=[CH:13][C:12]2[C:11]3[C:6](=[CH:7][C:8]([Br:15])=[CH:9][CH:10]=3)[CH2:5][C:4]=2[CH:3]=1.[OH-:16].[Na+].CCCC[O:22][C:23]([CH:25]=[CH2:26])=[O:24]. The catalyst is [Cl-].C([N+](CC)(CC)CC)C1C=CC=CC=1.C1C=CC=CC=1.C(OCC)(=O)C. The product is [Br:1][C:2]1[CH:14]=[CH:13][C:12]2[C:11]3[C:6](=[CH:7][C:8]([Br:15])=[CH:9][CH:10]=3)[C:5]([CH2:26][CH2:25][C:23]([OH:22])=[O:24])([CH2:26][CH2:25][C:23]([OH:22])=[O:16])[C:4]=2[CH:3]=1. The yield is 0.550. (2) The reactants are [CH2:1]([O:4][CH2:5][CH2:6][O:7][CH2:8][CH2:9][O:10][C:11]1[CH:17]=[CH:16][C:14]([NH2:15])=[CH:13][CH:12]=1)[C:2]#[CH:3].Cl[C:19]([O:21][C:22]1[CH:27]=CC([N+]([O-])=O)=CC=1)=[O:20].C(N(CC)CC)C.[C:38](OCC)(=[O:41])[NH:39][NH2:40].C(=O)(O)[O-].[Na+]. The catalyst is C1COCC1. The product is [CH2:1]([O:4][CH2:5][CH2:6][O:7][CH2:8][CH2:9][O:10][C:11]1[CH:17]=[CH:16][C:14]([NH:15][C:38]([NH:39][NH:40][C:19]([O:21][CH2:22][CH3:27])=[O:20])=[O:41])=[CH:13][CH:12]=1)[C:2]#[CH:3]. The yield is 0.630. (3) The reactants are [OH-].[Na+].BrBr.Br[O-].[C:7]1([C:13]23[CH2:21][CH:17]4C[CH:19]([CH2:20]2)[C:15](C(=O)C)([CH2:16]4)[CH2:14]3)[CH:12]=[CH:11][CH:10]=[CH:9][CH:8]=1.[CH3:25][C:26]([OH:28])=[O:27]. The catalyst is O1CCOCC1.O. The product is [C:7]1([C:13]23[CH2:14][CH:15]4[CH2:16][CH:17]([CH2:21]2)[C:25]([C:26]([OH:28])=[O:27])([CH2:19]4)[CH2:20]3)[CH:12]=[CH:11][CH:10]=[CH:9][CH:8]=1. The yield is 0.640.